Predict the reactants needed to synthesize the given product. From a dataset of Full USPTO retrosynthesis dataset with 1.9M reactions from patents (1976-2016). (1) Given the product [Cl:1][C:2]1[CH:10]=[CH:9][C:8]([Cl:11])=[C:7]2[C:3]=1[C:4]([C:16]([N:36]1[CH2:37][CH2:38][CH:33]([C:28]3[CH:27]=[C:26]([CH:31]=[CH:30][C:29]=3[F:32])[CH2:25][NH:24][C:22](=[O:23])[C:21]([F:40])([F:39])[F:20])[CH2:34][CH2:35]1)=[O:18])=[CH:5][N:6]2[CH2:12][CH2:13][O:14][CH3:15], predict the reactants needed to synthesize it. The reactants are: [Cl:1][C:2]1[CH:10]=[CH:9][C:8]([Cl:11])=[C:7]2[C:3]=1[C:4]([C:16]([OH:18])=O)=[CH:5][N:6]2[CH2:12][CH2:13][O:14][CH3:15].Cl.[F:20][C:21]([F:40])([F:39])[C:22]([NH:24][CH2:25][C:26]1[CH:31]=[CH:30][C:29]([F:32])=[C:28]([CH:33]2[CH2:38][CH2:37][NH:36][CH2:35][CH2:34]2)[CH:27]=1)=[O:23]. (2) Given the product [OH:1][CH:2]1[CH2:11][CH2:10][CH2:9][CH:4]([C:5]([O:7][CH3:8])=[O:6])[CH2:3]1, predict the reactants needed to synthesize it. The reactants are: [OH:1][C:2]1[CH:3]=[C:4]([CH:9]=[CH:10][CH:11]=1)[C:5]([O:7][CH3:8])=[O:6]. (3) Given the product [CH3:31][C:25]1([CH3:32])[C:24]2[C:28](=[CH:29][C:21]([NH:20][C:5](=[O:7])[C:4]3[CH:8]=[CH:9][N:10]=[C:2]([CH3:1])[CH:3]=3)=[CH:22][CH:23]=2)[NH:27][C:26]1=[O:30], predict the reactants needed to synthesize it. The reactants are: [CH3:1][C:2]1[CH:3]=[C:4]([CH:8]=[CH:9][N:10]=1)[C:5]([OH:7])=O.O=S(Cl)Cl.CN(C=O)C.[NH2:20][C:21]1[CH:29]=[C:28]2[C:24]([C:25]([CH3:32])([CH3:31])[C:26](=[O:30])[NH:27]2)=[CH:23][CH:22]=1.CCN(C(C)C)C(C)C. (4) Given the product [F:1][C:2]1[CH:3]=[CH:4][C:5]([C:8]2[N:13]=[C:12]3[CH:14]=[CH:15][N:16]([CH3:17])[C:11]3=[C:10]([C:20]3[CH:25]=[CH:24][C:23]([F:26])=[CH:22][CH:21]=3)[C:9]=2[C:27]2[CH:28]=[CH:29][N:30]=[CH:31][CH:32]=2)=[CH:6][CH:7]=1, predict the reactants needed to synthesize it. The reactants are: [F:1][C:2]1[CH:7]=[CH:6][C:5]([C:8]2[N:13]=[C:12]3[CH:14]=[C:15](CO)[N:16]([CH3:17])[C:11]3=[C:10]([C:20]3[CH:25]=[CH:24][C:23]([F:26])=[CH:22][CH:21]=3)[C:9]=2[C:27]2[CH:32]=[CH:31][N:30]=[CH:29][CH:28]=2)=[CH:4][CH:3]=1.CC([O-])(C)C.[K+].Cl.CCOC(C)=O. (5) Given the product [C:1]1([CH2:7][CH2:8][NH:9][S:10]([NH2:13])(=[O:12])=[O:11])[CH:2]=[CH:3][CH:4]=[CH:5][CH:6]=1, predict the reactants needed to synthesize it. The reactants are: [C:1]1([CH2:7][CH2:8][NH:9][S:10]([NH:13]C(=O)OCC2C=CC=CC=2)(=[O:12])=[O:11])[CH:6]=[CH:5][CH:4]=[CH:3][CH:2]=1.